From a dataset of Catalyst prediction with 721,799 reactions and 888 catalyst types from USPTO. Predict which catalyst facilitates the given reaction. (1) Reactant: C([N:4]1[C:17]2[CH:16]=[CH:15][C:14]([N:18]([CH3:20])[CH3:19])=[CH:13][C:12]=2[S:11][C:10]2[C:5]1=[CH:6][CH:7]=[C:8]([N:21]([CH3:23])[CH3:22])[CH:9]=2)(=O)C.[CH2:24]([S:30]([OH:33])(=[O:32])=[O:31])[CH2:25][S:26]([OH:29])(=[O:28])=[O:27]. Product: [CH2:24]([S:30]([O-:33])(=[O:32])=[O:31])[CH2:25][S:26]([O-:29])(=[O:28])=[O:27].[CH3:19][NH+:18]([CH3:20])[C:14]1[CH:15]=[CH:16][C:17]2[NH:4][C:5]3[C:10]([S:11][C:12]=2[CH:13]=1)=[CH:9][C:8]([NH+:21]([CH3:23])[CH3:22])=[CH:7][CH:6]=3. The catalyst class is: 8. (2) Product: [Cl:1][C:2]1[C:3]2[CH:20]=[CH:19][CH:18]=[CH:17][C:4]=2[S:5][C:6]=1[C:7]([N:9]([C:10]1[CH:15]=[CH:14][CH:13]=[C:12]([F:16])[CH:11]=1)[CH3:24])=[O:8]. The catalyst class is: 3. Reactant: [Cl:1][C:2]1[C:3]2[CH:20]=[CH:19][CH:18]=[CH:17][C:4]=2[S:5][C:6]=1[C:7]([NH:9][C:10]1[CH:15]=[CH:14][CH:13]=[C:12]([F:16])[CH:11]=1)=[O:8].[H-].[Na+].I[CH3:24].